This data is from Reaction yield outcomes from USPTO patents with 853,638 reactions. The task is: Predict the reaction yield, written as a fraction of the theoretical maximum amount of product (1.0 means a 100% yield; for example, 0.34 means a 34% yield). (1) The reactants are [Cl:1][C:2]1[CH:3]=[C:4]([S:8]([CH:11]2[CH2:16][CH2:15][NH:14][CH2:13][CH2:12]2)(=[O:10])=[O:9])[CH:5]=[CH:6][CH:7]=1.Cl[C:18]1[C:23]([N+:24]([O-:26])=[O:25])=[CH:22][CH:21]=[CH:20][N:19]=1.CCN(C(C)C)C(C)C. The catalyst is O1CCOCC1. The product is [Cl:1][C:2]1[CH:3]=[C:4]([S:8]([CH:11]2[CH2:16][CH2:15][N:14]([C:18]3[C:23]([N+:24]([O-:26])=[O:25])=[CH:22][CH:21]=[CH:20][N:19]=3)[CH2:13][CH2:12]2)(=[O:10])=[O:9])[CH:5]=[CH:6][CH:7]=1. The yield is 0.810. (2) The reactants are [Cl:1][C:2]1[N:3]=[C:4]2[C:9]([C:10]([F:13])([F:12])[F:11])=[CH:8][CH:7]=[CH:6][N:5]2[C:14]=1[C:15]1[CH:20]=[CH:19][CH:18]=[C:17]([O:21]C)[CH:16]=1.O.CO. The catalyst is ClCCl. The product is [Cl:1][C:2]1[N:3]=[C:4]2[C:9]([C:10]([F:13])([F:11])[F:12])=[CH:8][CH:7]=[CH:6][N:5]2[C:14]=1[C:15]1[CH:16]=[C:17]([OH:21])[CH:18]=[CH:19][CH:20]=1. The yield is 0.510. (3) The reactants are [Cl:1][C:2]1[CH:3]=[C:4]2[C:9](=[CH:10][C:11]=1[F:12])[NH:8][C:7](=[O:13])[C:6]([C@H:14]([NH:16][S@@](C(C)(C)C)=O)[CH3:15])=[CH:5]2.Cl. The yield is 0.990. The catalyst is CO.O1CCOCC1. The product is [ClH:1].[NH2:16][C@@H:14]([C:6]1[C:7](=[O:13])[NH:8][C:9]2[C:4]([CH:5]=1)=[CH:3][C:2]([Cl:1])=[C:11]([F:12])[CH:10]=2)[CH3:15]. (4) The reactants are [Cl:1][C:2]1[N:7]=[CH:6][C:5]([C:8]([OH:35])([C:29]2[N:30]([CH3:34])[CH:31]=[N:32][CH:33]=2)[C:9]2[CH:10]=[C:11]3[C:16](=[CH:17][CH:18]=2)[NH:15][C:14](=[O:19])[CH:13]=[C:12]3[C:20]2[CH:25]=[CH:24][CH:23]=[C:22]([O:26][CH2:27][CH3:28])[CH:21]=2)=[CH:4][CH:3]=1.Br[CH2:37][CH:38]1[CH2:40][CH2:39]1. No catalyst specified. The product is [Cl:1][C:2]1[N:7]=[CH:6][C:5]([C:8]([OH:35])([C:29]2[N:30]([CH3:34])[CH:31]=[N:32][CH:33]=2)[C:9]2[CH:10]=[C:11]3[C:16](=[CH:17][CH:18]=2)[N:15]([CH2:37][CH:38]2[CH2:40][CH2:39]2)[C:14](=[O:19])[CH:13]=[C:12]3[C:20]2[CH:25]=[CH:24][CH:23]=[C:22]([O:26][CH2:27][CH3:28])[CH:21]=2)=[CH:4][CH:3]=1. The yield is 0.0700. (5) The reactants are [F:1][C:2]1[CH:7]=[C:6]([F:8])[CH:5]=[CH:4][C:3]=1[N:9]1[C:13](=[O:14])[C:12]([C:15]([OH:17])=O)=[CH:11][N:10]1[CH3:18].[NH2:19][C:20]1[CH:41]=[CH:40][C:23]([O:24][C:25]2[CH:26]=[CH:27][C:28]3[N:29]([CH:31]=[C:32]([NH:34][C:35]([CH:37]4[CH2:39][CH2:38]4)=[O:36])[N:33]=3)[CH:30]=2)=[C:22]([F:42])[CH:21]=1.CN(C(ON1N=NC2C=CC=NC1=2)=[N+](C)C)C.F[P-](F)(F)(F)(F)F.C(N(CC)C(C)C)(C)C. The catalyst is CN(C)C=O. The product is [CH:37]1([C:35]([NH:34][C:32]2[N:33]=[C:28]3[CH:27]=[CH:26][C:25]([O:24][C:23]4[CH:40]=[CH:41][C:20]([NH:19][C:15]([C:12]5[C:13](=[O:14])[N:9]([C:3]6[CH:4]=[CH:5][C:6]([F:8])=[CH:7][C:2]=6[F:1])[N:10]([CH3:18])[CH:11]=5)=[O:17])=[CH:21][C:22]=4[F:42])=[CH:30][N:29]3[CH:31]=2)=[O:36])[CH2:38][CH2:39]1. The yield is 0.760.